Dataset: NCI-60 drug combinations with 297,098 pairs across 59 cell lines. Task: Regression. Given two drug SMILES strings and cell line genomic features, predict the synergy score measuring deviation from expected non-interaction effect. (1) Cell line: TK-10. Synergy scores: CSS=13.7, Synergy_ZIP=0.0688, Synergy_Bliss=6.19, Synergy_Loewe=4.47, Synergy_HSA=5.99. Drug 2: C1CCC(CC1)NC(=O)N(CCCl)N=O. Drug 1: CS(=O)(=O)C1=CC(=C(C=C1)C(=O)NC2=CC(=C(C=C2)Cl)C3=CC=CC=N3)Cl. (2) Drug 1: CC1=C(C=C(C=C1)NC2=NC=CC(=N2)N(C)C3=CC4=NN(C(=C4C=C3)C)C)S(=O)(=O)N.Cl. Drug 2: C1=CC(=CC=C1CC(C(=O)O)N)N(CCCl)CCCl.Cl. Cell line: K-562. Synergy scores: CSS=33.6, Synergy_ZIP=0.655, Synergy_Bliss=5.46, Synergy_Loewe=3.03, Synergy_HSA=2.81. (3) Drug 1: COC1=NC(=NC2=C1N=CN2C3C(C(C(O3)CO)O)O)N. Drug 2: CC1=C(N=C(N=C1N)C(CC(=O)N)NCC(C(=O)N)N)C(=O)NC(C(C2=CN=CN2)OC3C(C(C(C(O3)CO)O)O)OC4C(C(C(C(O4)CO)O)OC(=O)N)O)C(=O)NC(C)C(C(C)C(=O)NC(C(C)O)C(=O)NCCC5=NC(=CS5)C6=NC(=CS6)C(=O)NCCC[S+](C)C)O. Cell line: U251. Synergy scores: CSS=42.7, Synergy_ZIP=-1.84, Synergy_Bliss=-1.27, Synergy_Loewe=3.78, Synergy_HSA=4.63. (4) Drug 1: C1CC(=O)NC(=O)C1N2C(=O)C3=CC=CC=C3C2=O. Drug 2: C1CCC(C(C1)N)N.C(=O)(C(=O)[O-])[O-].[Pt+4]. Cell line: SF-295. Synergy scores: CSS=8.16, Synergy_ZIP=-6.11, Synergy_Bliss=-6.26, Synergy_Loewe=-14.4, Synergy_HSA=-8.00. (5) Drug 1: C1=C(C(=O)NC(=O)N1)N(CCCl)CCCl. Drug 2: C1=CC(=CC=C1C#N)C(C2=CC=C(C=C2)C#N)N3C=NC=N3. Cell line: MOLT-4. Synergy scores: CSS=61.4, Synergy_ZIP=3.94, Synergy_Bliss=3.44, Synergy_Loewe=-4.46, Synergy_HSA=3.77. (6) Drug 1: C1=CN(C(=O)N=C1N)C2C(C(C(O2)CO)O)O.Cl. Drug 2: CCCCC(=O)OCC(=O)C1(CC(C2=C(C1)C(=C3C(=C2O)C(=O)C4=C(C3=O)C=CC=C4OC)O)OC5CC(C(C(O5)C)O)NC(=O)C(F)(F)F)O. Cell line: A549. Synergy scores: CSS=54.5, Synergy_ZIP=-6.08, Synergy_Bliss=-9.43, Synergy_Loewe=-12.5, Synergy_HSA=-7.23. (7) Drug 1: CC1C(C(CC(O1)OC2CC(CC3=C2C(=C4C(=C3O)C(=O)C5=C(C4=O)C(=CC=C5)OC)O)(C(=O)CO)O)N)O.Cl. Drug 2: C1=NC2=C(N1)C(=S)N=C(N2)N. Cell line: MCF7. Synergy scores: CSS=36.9, Synergy_ZIP=-1.12, Synergy_Bliss=0.445, Synergy_Loewe=-0.828, Synergy_HSA=1.54. (8) Synergy scores: CSS=32.4, Synergy_ZIP=-5.62, Synergy_Bliss=1.26, Synergy_Loewe=-0.688, Synergy_HSA=-0.787. Drug 2: CCC(=C(C1=CC=CC=C1)C2=CC=C(C=C2)OCCN(C)C)C3=CC=CC=C3.C(C(=O)O)C(CC(=O)O)(C(=O)O)O. Cell line: K-562. Drug 1: CC(CN1CC(=O)NC(=O)C1)N2CC(=O)NC(=O)C2. (9) Drug 1: CN(CC1=CN=C2C(=N1)C(=NC(=N2)N)N)C3=CC=C(C=C3)C(=O)NC(CCC(=O)O)C(=O)O. Drug 2: CCC1(CC2CC(C3=C(CCN(C2)C1)C4=CC=CC=C4N3)(C5=C(C=C6C(=C5)C78CCN9C7C(C=CC9)(C(C(C8N6C=O)(C(=O)OC)O)OC(=O)C)CC)OC)C(=O)OC)O.OS(=O)(=O)O. Cell line: SK-OV-3. Synergy scores: CSS=14.7, Synergy_ZIP=-6.54, Synergy_Bliss=-7.93, Synergy_Loewe=-15.1, Synergy_HSA=-6.61. (10) Drug 1: CC12CCC(CC1=CCC3C2CCC4(C3CC=C4C5=CN=CC=C5)C)O. Drug 2: C1C(C(OC1N2C=NC(=NC2=O)N)CO)O. Cell line: SK-MEL-28. Synergy scores: CSS=7.18, Synergy_ZIP=-0.268, Synergy_Bliss=2.74, Synergy_Loewe=-1.84, Synergy_HSA=-0.822.